Dataset: Peptide-MHC class I binding affinity with 185,985 pairs from IEDB/IMGT. Task: Regression. Given a peptide amino acid sequence and an MHC pseudo amino acid sequence, predict their binding affinity value. This is MHC class I binding data. (1) The peptide sequence is LLFLAFVVFL. The MHC is HLA-A02:06 with pseudo-sequence HLA-A02:06. The binding affinity (normalized) is 0.437. (2) The peptide sequence is APFARLLNL. The MHC is HLA-A02:03 with pseudo-sequence HLA-A02:03. The binding affinity (normalized) is 0.0847. (3) The peptide sequence is KETINEEAA. The MHC is HLA-A02:01 with pseudo-sequence HLA-A02:01. The binding affinity (normalized) is 0. (4) The peptide sequence is GYLTDNDEI. The MHC is H-2-Db with pseudo-sequence H-2-Db. The binding affinity (normalized) is 0. (5) The peptide sequence is SIKFKRKLM. The MHC is HLA-B27:03 with pseudo-sequence HLA-B27:03. The binding affinity (normalized) is 0.0847. (6) The MHC is HLA-B58:01 with pseudo-sequence HLA-B58:01. The binding affinity (normalized) is 0.0847. The peptide sequence is ALAGNHWHV. (7) The MHC is HLA-A01:01 with pseudo-sequence HLA-A01:01. The binding affinity (normalized) is 0. The peptide sequence is IEIKDTKEAL. (8) The peptide sequence is IGKMNKHYK. The MHC is HLA-A02:16 with pseudo-sequence HLA-A02:16. The binding affinity (normalized) is 0.0847.